This data is from Catalyst prediction with 721,799 reactions and 888 catalyst types from USPTO. The task is: Predict which catalyst facilitates the given reaction. (1) Reactant: Br[C:2]#[N:3].[OH:4][C:5]1[CH:10]=[CH:9][C:8]([CH2:11][C:12]([NH:14][NH2:15])=[O:13])=[CH:7][CH:6]=1. Product: [NH2:3][C:2]1[O:13][C:12]([CH2:11][C:8]2[CH:9]=[CH:10][C:5]([OH:4])=[CH:6][CH:7]=2)=[N:14][N:15]=1. The catalyst class is: 24. (2) Reactant: Br[CH2:2][C:3]([NH:5][C@:6]12[CH2:41][CH2:40][C@@H:39]([C:42]([CH3:44])=[CH2:43])[C@@H:7]1[C@@H:8]1[C@@:21]([CH3:24])([CH2:22][CH2:23]2)[C@@:20]2([CH3:25])[C@@H:11]([C@:12]3([CH3:38])[C@@H:17]([CH2:18][CH2:19]2)[C:16]([CH3:27])([CH3:26])[C:15]([C:28]2[CH:37]=[CH:36][C:31]([C:32]([O:34][CH3:35])=[O:33])=[CH:30][CH:29]=2)=[CH:14][CH2:13]3)[CH2:10][CH2:9]1)=[O:4].C(N(CC)C(C)C)(C)C.Br.[C@H:55]12[CH2:61][C@H:58]([NH:59][CH2:60]1)[CH2:57][S:56]2(=[O:63])=[O:62]. Product: [O:62]=[S:56]1(=[O:63])[CH2:57][C@@H:58]2[CH2:61][C@H:55]1[CH2:60][N:59]2[CH2:2][C:3]([NH:5][C@:6]12[CH2:41][CH2:40][C@@H:39]([C:42]([CH3:44])=[CH2:43])[C@@H:7]1[C@@H:8]1[C@@:21]([CH3:24])([CH2:22][CH2:23]2)[C@@:20]2([CH3:25])[C@@H:11]([C@:12]3([CH3:38])[C@@H:17]([CH2:18][CH2:19]2)[C:16]([CH3:27])([CH3:26])[C:15]([C:28]2[CH:37]=[CH:36][C:31]([C:32]([O:34][CH3:35])=[O:33])=[CH:30][CH:29]=2)=[CH:14][CH2:13]3)[CH2:10][CH2:9]1)=[O:4]. The catalyst class is: 36. (3) Reactant: FC(F)(F)S(O[C:7]1[CH:16]=[CH:15][C:14]2[C:9](=[C:10]([O:17][CH3:18])[CH:11]=[CH:12][CH:13]=2)[CH:8]=1)(=O)=O.[CH3:21][N:22](C=O)C. Product: [CH3:18][O:17][C:10]1[CH:11]=[CH:12][CH:13]=[C:14]2[C:9]=1[CH:8]=[C:7]([C:21]#[N:22])[CH:16]=[CH:15]2. The catalyst class is: 267. (4) Product: [C:12]([N:10]1[CH2:11][C:12](=[O:14])[N:13]([C:9](=[O:15])[CH3:8])[CH:8]([CH2:1][C:2]2[CH:3]=[CH:4][CH:5]=[CH:6][CH:7]=2)[C:9]1=[O:15])(=[O:14])[CH3:11]. The catalyst class is: 152. Reactant: [CH2:1]([CH:8]1[NH:13][C:12](=[O:14])[CH2:11][NH:10][C:9]1=[O:15])[C:2]1[CH:7]=[CH:6][CH:5]=[CH:4][CH:3]=1. (5) Reactant: [CH2:1]1[CH:12]2[CH:4]([NH:5][C:6]3[C:7]([C:13]([NH:15][C@H:16]([CH3:20])[C:17](O)=[O:18])=[O:14])=[CH:8][CH:9]=[CH:10][C:11]=32)[CH2:3][CH2:2]1. Product: [CH3:20][C@H:16]1[NH:15][C:13](=[O:14])[C:7]2=[C:6]3[C:11](=[CH:10][CH:9]=[CH:8]2)[CH:12]2[CH2:1][CH2:2][CH2:3][CH:4]2[N:5]3[C:17]1=[O:18]. The catalyst class is: 15. (6) Reactant: [CH3:1][O:2][C:3]1[CH:4]=[C:5]2[C:10](=[CH:11][CH:12]=1)[N:9]=[CH:8][C:7]([N+:13]([O-])=O)=[CH:6]2.[H][H]. Product: [CH3:1][O:2][C:3]1[CH:4]=[C:5]2[C:10](=[CH:11][CH:12]=1)[N:9]=[CH:8][C:7]([NH2:13])=[CH:6]2. The catalyst class is: 99.